Dataset: NCI-60 drug combinations with 297,098 pairs across 59 cell lines. Task: Regression. Given two drug SMILES strings and cell line genomic features, predict the synergy score measuring deviation from expected non-interaction effect. (1) Drug 1: CC1C(C(CC(O1)OC2CC(CC3=C2C(=C4C(=C3O)C(=O)C5=C(C4=O)C(=CC=C5)OC)O)(C(=O)CO)O)N)O.Cl. Drug 2: CC12CCC3C(C1CCC2OP(=O)(O)O)CCC4=C3C=CC(=C4)OC(=O)N(CCCl)CCCl.[Na+]. Synergy scores: CSS=1.95, Synergy_ZIP=-0.360, Synergy_Bliss=-1.58, Synergy_Loewe=-10.7, Synergy_HSA=-9.71. Cell line: OVCAR-4. (2) Drug 1: C1=NNC2=C1C(=O)NC=N2. Drug 2: C(CCl)NC(=O)N(CCCl)N=O. Cell line: T-47D. Synergy scores: CSS=0.0350, Synergy_ZIP=-0.337, Synergy_Bliss=0.00682, Synergy_Loewe=-3.34, Synergy_HSA=-3.12. (3) Drug 1: C1=CC=C(C(=C1)C(C2=CC=C(C=C2)Cl)C(Cl)Cl)Cl. Drug 2: C1CN(CCN1C(=O)CCBr)C(=O)CCBr. Cell line: NCI-H322M. Synergy scores: CSS=1.26, Synergy_ZIP=1.07, Synergy_Bliss=3.59, Synergy_Loewe=1.21, Synergy_HSA=1.59. (4) Drug 1: CNC(=O)C1=NC=CC(=C1)OC2=CC=C(C=C2)NC(=O)NC3=CC(=C(C=C3)Cl)C(F)(F)F. Drug 2: N.N.Cl[Pt+2]Cl. Cell line: HT29. Synergy scores: CSS=21.5, Synergy_ZIP=-6.87, Synergy_Bliss=-0.268, Synergy_Loewe=-13.2, Synergy_HSA=-2.30. (5) Drug 1: CCN(CC)CCCC(C)NC1=C2C=C(C=CC2=NC3=C1C=CC(=C3)Cl)OC. Drug 2: C1CC(=O)NC(=O)C1N2C(=O)C3=CC=CC=C3C2=O. Cell line: UACC-257. Synergy scores: CSS=55.9, Synergy_ZIP=26.5, Synergy_Bliss=26.2, Synergy_Loewe=23.2, Synergy_HSA=23.2. (6) Drug 1: C1C(C(OC1N2C=NC3=C(N=C(N=C32)Cl)N)CO)O. Drug 2: CS(=O)(=O)OCCCCOS(=O)(=O)C. Cell line: BT-549. Synergy scores: CSS=37.8, Synergy_ZIP=1.73, Synergy_Bliss=-2.59, Synergy_Loewe=-20.7, Synergy_HSA=-1.27.